This data is from Catalyst prediction with 721,799 reactions and 888 catalyst types from USPTO. The task is: Predict which catalyst facilitates the given reaction. Reactant: [Cl:1][C:2]1[CH:3]=[C:4]([C:9]2[CH:14]=[CH:13][C:12]([O:15][C:16]3[C:21]([C:22]([F:25])([F:24])[F:23])=[CH:20][CH:19]=[CH:18][N:17]=3)=[CH:11][CH:10]=2)[C:5]([NH2:8])=[N:6][CH:7]=1.[H-].[Na+].Cl[CH2:29][CH2:30][S:31](Cl)(=[O:33])=[O:32].O. Product: [Cl:1][C:2]1[CH:3]=[C:4]([C:9]2[CH:10]=[CH:11][C:12]([O:15][C:16]3[C:21]([C:22]([F:23])([F:24])[F:25])=[CH:20][CH:19]=[CH:18][N:17]=3)=[CH:13][CH:14]=2)[C:5]2[N:6]([CH:7]=1)[CH2:29][CH2:30][S:31](=[O:33])(=[O:32])[N:8]=2. The catalyst class is: 1.